From a dataset of Forward reaction prediction with 1.9M reactions from USPTO patents (1976-2016). Predict the product of the given reaction. (1) Given the reactants C[C:2]1[CH:7]=[C:6]([CH3:8])N=[C:4]([N:9]2[C@@H:16]3[CH:11]([CH2:12][CH2:13][NH:14][CH2:15]3)[CH2:10]2)[N:3]=1.[F:17][C:18]1[CH:19]=[CH:20][C:21]([N:27]2[N:31]=[CH:30][CH:29]=[N:28]2)=[C:22]([CH:26]=1)[C:23](O)=[O:24].S1C=CC=[C:33]1C1C=CC=CC=1C(O)=O, predict the reaction product. The product is: [F:17][C:18]1[CH:19]=[CH:20][C:21]([N:27]2[N:31]=[CH:30][CH:29]=[N:28]2)=[C:22]([C:23]([N:14]2[CH2:13][CH2:12][C@@H:11]3[C@@H:16]([N:9]([C:4]4[CH:33]=[C:6]([CH3:8])[CH:7]=[CH:2][N:3]=4)[CH2:10]3)[CH2:15]2)=[O:24])[CH:26]=1. (2) The product is: [Cl:3][C:10]1[CH2:11][CH2:12][O:6][C:7]2[CH:17]=[CH:16][CH:15]=[CH:14][C:8]=2[C:9]=1[CH:21]=[O:22]. Given the reactants P(Cl)(Cl)([Cl:3])=O.[O:6]1[CH2:12][CH2:11][C:10](=O)[CH2:9][C:8]2[CH:14]=[CH:15][CH:16]=[CH:17][C:7]1=2.CN([CH:21]=[O:22])C, predict the reaction product. (3) Given the reactants [C:1]([C:5]1[CH:10]=[CH:9][C:8]([C:11]2[NH:19][C:14]3=[N:15][CH:16]=[CH:17][N:18]=[C:13]3[C:12]=2[CH2:20][CH2:21][CH2:22][NH2:23])=[CH:7][CH:6]=1)([CH3:4])([CH3:3])[CH3:2].[CH2:24]([N:27]=[C:28]=[O:29])[CH2:25][CH3:26].O, predict the reaction product. The product is: [C:1]([C:5]1[CH:10]=[CH:9][C:8]([C:11]2[NH:19][C:14]3=[N:15][CH:16]=[CH:17][N:18]=[C:13]3[C:12]=2[CH2:20][CH2:21][CH2:22][NH:23][C:28]([NH:27][CH2:24][CH2:25][CH3:26])=[O:29])=[CH:7][CH:6]=1)([CH3:4])([CH3:2])[CH3:3]. (4) Given the reactants [CH2:1]([N:8]1[C:13](=[O:14])[CH:12]=[C:11](Br)[C:10]([C:16]2[CH:21]=[CH:20][CH:19]=[CH:18][CH:17]=2)=[N:9]1)[C:2]1[CH:7]=[CH:6][CH:5]=[CH:4][CH:3]=1.C([Sn](CCCC)(CCCC)[C:27]([O:29][CH2:30][CH3:31])=[CH2:28])CCC, predict the reaction product. The product is: [CH2:1]([N:8]1[C:13](=[O:14])[CH:12]=[C:11]([C:27]([O:29][CH2:30][CH3:31])=[CH2:28])[C:10]([C:16]2[CH:21]=[CH:20][CH:19]=[CH:18][CH:17]=2)=[N:9]1)[C:2]1[CH:7]=[CH:6][CH:5]=[CH:4][CH:3]=1. (5) Given the reactants [CH3:1][C:2]1[CH:10]=[C:9]([O:11][C:12]2[CH:17]=[CH:16][CH:15]=[CH:14][CH:13]=2)[CH:8]=[CH:7][C:3]=1[C:4]([OH:6])=O.CN(C(ON1N=NC2C=CC=NC1=2)=[N+](C)C)C.F[P-](F)(F)(F)(F)F.C(N(CC)CC)C.[NH2:49][CH2:50][C:51]1[C:52]([OH:59])=[N:53][C:54]([CH3:58])=[CH:55][C:56]=1[CH3:57], predict the reaction product. The product is: [OH:59][C:52]1[C:51]([CH2:50][NH:49][C:4](=[O:6])[C:3]2[CH:7]=[CH:8][C:9]([O:11][C:12]3[CH:17]=[CH:16][CH:15]=[CH:14][CH:13]=3)=[CH:10][C:2]=2[CH3:1])=[C:56]([CH3:57])[CH:55]=[C:54]([CH3:58])[N:53]=1.